From a dataset of Forward reaction prediction with 1.9M reactions from USPTO patents (1976-2016). Predict the product of the given reaction. (1) Given the reactants [NH2:1][C:2]1[CH:10]=[C:9]2[C:5]([CH2:6][CH2:7][C:8]2=[O:11])=[CH:4][CH:3]=1.C(=O)([O-])O.[Na+].[Cl:17][C:18]1[N:19]=[C:20]2[N:24]([C:25]=1[S:26](Cl)(=[O:28])=[O:27])[CH2:23][CH2:22][S:21]2, predict the reaction product. The product is: [O:11]=[C:8]1[C:9]2[C:5](=[CH:4][CH:3]=[C:2]([NH:1][S:26]([C:25]3[N:24]4[C:20]([S:21][CH2:22][CH2:23]4)=[N:19][C:18]=3[Cl:17])(=[O:27])=[O:28])[CH:10]=2)[CH2:6][CH2:7]1. (2) Given the reactants O=[C:2]([CH3:8])[CH2:3][C:4]([O:6][CH3:7])=[O:5].[CH3:9][NH2:10].CO, predict the reaction product. The product is: [CH3:9][NH:10][C:2]([CH3:8])=[CH:3][C:4]([O:6][CH3:7])=[O:5]. (3) The product is: [Br:1][C:2]1[CH:3]=[C:4]([CH:9]2[CH2:14][CH:13]([C:15]3[CH:20]=[CH:19][CH:18]=[C:17]([Br:21])[CH:16]=3)[N:12]3[N:22]=[N:23][N:24]=[C:11]3[NH:10]2)[CH:5]=[C:6]([F:8])[CH:7]=1. Given the reactants [Br:1][C:2]1[CH:3]=[C:4]([C:9]2[NH:10][C:11]3[N:12]([N:22]=[N:23][N:24]=3)[CH:13]([C:15]3[CH:20]=[CH:19][CH:18]=[C:17]([Br:21])[CH:16]=3)[CH:14]=2)[CH:5]=[C:6]([F:8])[CH:7]=1.[BH4-].[Na+], predict the reaction product. (4) The product is: [NH2:8][CH2:9][C:10]1[C:11]([C:36]2[CH:41]=[CH:40][C:39]([CH3:42])=[CH:38][CH:37]=2)=[C:12]([CH2:21][O:22][C:23]2[C:31]3[C:26](=[CH:27][CH:28]=[CH:29][CH:30]=3)[NH:25][C:24]=2[C:32]([O:34][CH3:35])=[O:33])[C:13]([CH3:20])=[N:14][C:15]=1[CH2:16][CH:17]([CH3:19])[CH3:18]. Given the reactants C(OC([NH:8][CH2:9][C:10]1[C:11]([C:36]2[CH:41]=[CH:40][C:39]([CH3:42])=[CH:38][CH:37]=2)=[C:12]([CH2:21][O:22][C:23]2[C:31]3[C:26](=[CH:27][CH:28]=[CH:29][CH:30]=3)[NH:25][C:24]=2[C:32]([O:34][CH3:35])=[O:33])[C:13]([CH3:20])=[N:14][C:15]=1[CH2:16][CH:17]([CH3:19])[CH3:18])=O)(C)(C)C.C(=O)([O-])O.[Na+], predict the reaction product.